Task: Predict the reactants needed to synthesize the given product.. Dataset: Full USPTO retrosynthesis dataset with 1.9M reactions from patents (1976-2016) (1) Given the product [CH3:4][C:5]1[N:10]=[N:9][CH:8]=[C:7]([C:11]2[S:15][C:14]([C:16]([OH:18])=[O:17])=[CH:13][CH:12]=2)[CH:6]=1, predict the reactants needed to synthesize it. The reactants are: O[Li].O.[CH3:4][C:5]1[N:10]=[N:9][CH:8]=[C:7]([C:11]2[S:15][C:14]([C:16]([O:18]C)=[O:17])=[CH:13][CH:12]=2)[CH:6]=1. (2) Given the product [CH:32]1([C:9]2[C:8]3[C:12](=[CH:13][C:5]([C:3]([OH:2])=[O:4])=[CH:6][CH:7]=3)[N:11]([CH2:14][C:15]([N:17]3[CH2:18][CH2:19][O:20][CH2:21][CH2:22]3)=[O:16])[C:10]=2[C:23]2[CH:24]=[C:25]3[C:26](=[CH:27][CH:28]=2)[N:29]=[C:44]([C:40]2[S:41][CH:42]=[CH:43][C:39]=2[CH3:38])[CH:45]=[CH:30]3)[CH2:33][CH2:34][CH2:35][CH2:36][CH2:37]1, predict the reactants needed to synthesize it. The reactants are: C[O:2][C:3]([C:5]1[CH:13]=[C:12]2[C:8]([C:9]([CH:32]3[CH2:37][CH2:36][CH2:35][CH2:34][CH2:33]3)=[C:10]([C:23]3[CH:28]=[CH:27][C:26]([NH2:29])=[C:25]([CH:30]=O)[CH:24]=3)[N:11]2[CH2:14][C:15]([N:17]2[CH2:22][CH2:21][O:20][CH2:19][CH2:18]2)=[O:16])=[CH:7][CH:6]=1)=[O:4].[CH3:38][C:39]1[CH:43]=[CH:42][S:41][C:40]=1[C:44](=O)[CH3:45]. (3) Given the product [CH3:15][S:16]([O:5][CH2:4][CH2:3][C:2]([F:7])([F:1])[CH3:6])(=[O:18])=[O:17], predict the reactants needed to synthesize it. The reactants are: [F:1][C:2]([F:7])([CH3:6])[CH2:3][CH2:4][OH:5].C(N(CC)CC)C.[CH3:15][S:16](Cl)(=[O:18])=[O:17].O. (4) Given the product [CH3:18][C:5]1[C:6]2[C:11]([C:12]([CH3:17])=[C:13]3[C:4]=1[CH:3]=[C:2]([C:23]#[N:24])[C:15]([C:20]#[N:21])=[CH:14]3)=[CH:10][CH:9]=[CH:8][CH:7]=2, predict the reactants needed to synthesize it. The reactants are: Br[C:2]1[C:15](Br)=[CH:14][C:13]2[C:4](=[C:5]([CH3:18])[C:6]3[C:11]([C:12]=2[CH3:17])=[CH:10][CH:9]=[CH:8][CH:7]=3)[CH:3]=1.[Cu][C:20]#[N:21].N.[CH3:23][N:24](C=O)C. (5) The reactants are: [Cl:1][C:2]1[N:7]=[C:6](Cl)[C:5]([NH2:9])=[C:4]([CH3:10])[N:3]=1. Given the product [Cl:1][C:2]1[N:3]=[C:4]([CH3:10])[C:5]([NH2:9])=[CH:6][N:7]=1, predict the reactants needed to synthesize it. (6) Given the product [CH3:15][N:16]1[CH2:20][CH2:19][CH:18]([O:14][C:6]2[CH:7]=[C:8]([C:10]([F:11])([F:12])[F:13])[CH:9]=[C:4]([N+:1]([O-:3])=[O:2])[CH:5]=2)[CH2:17]1, predict the reactants needed to synthesize it. The reactants are: [N+:1]([C:4]1[CH:5]=[C:6]([OH:14])[CH:7]=[C:8]([C:10]([F:13])([F:12])[F:11])[CH:9]=1)([O-:3])=[O:2].[CH3:15][N:16]1[CH2:20][CH2:19][CH:18](O)[CH2:17]1.C1(P(C2C=CC=CC=2)C2C=CC=CC=2)C=CC=CC=1.N(C(OCC)=O)=NC(OCC)=O.